From a dataset of Reaction yield outcomes from USPTO patents with 853,638 reactions. Predict the reaction yield, written as a fraction of the theoretical maximum amount of product (1.0 means a 100% yield; for example, 0.34 means a 34% yield). (1) The reactants are [F:1][C:2]([F:18])([F:17])[C:3]1[CH:4]=[C:5]([CH:14]=[CH:15][CH:16]=1)[CH2:6][CH:7]1[S:11][C:10]([NH2:12])=[N:9][C:8]1=[O:13].[S:19](Cl)([C:22]1[CH:28]=[CH:27][C:25]([CH3:26])=[CH:24][CH:23]=1)(=[O:21])=[O:20].C([O-])(O)=O.[Na+]. The catalyst is N1C=CC=CC=1.O. The product is [F:18][C:2]([F:1])([F:17])[C:3]1[CH:4]=[C:5]([CH:14]=[CH:15][CH:16]=1)[CH2:6][CH:7]1[S:11][C:10](=[N:12][S:19]([C:22]2[CH:28]=[CH:27][C:25]([CH3:26])=[CH:24][CH:23]=2)(=[O:21])=[O:20])[NH:9][C:8]1=[O:13]. The yield is 0.360. (2) The reactants are [Br:1][C:2]1[C:11]2[N:10]=[CH:9][CH:8]=[CH:7][C:6]=2[C:5]([CH:12]=[N:13][OH:14])=[CH:4][CH:3]=1.ClN1C(=O)CCC1=O.[Cl:23][C:24]1[CH:29]=[C:28]([C:30]([C:32]([F:35])([F:34])[F:33])=[CH2:31])[CH:27]=[C:26]([Cl:36])[CH:25]=1.C(N(CC)CC)C. The catalyst is CN(C)C=O.O. The product is [Br:1][C:2]1[CH:3]=[CH:4][C:5]([C:12]2[CH2:31][C:30]([C:28]3[CH:27]=[C:26]([Cl:36])[CH:25]=[C:24]([Cl:23])[CH:29]=3)([C:32]([F:33])([F:35])[F:34])[O:14][N:13]=2)=[C:6]2[C:11]=1[N:10]=[CH:9][CH:8]=[CH:7]2. The yield is 0.610. (3) The reactants are [OH-].[Na+].[CH2:3]([O:10][CH2:11][CH2:12][CH2:13][O:14][C:15]1[C:16]([B:23]2[O:27][C:26]([CH3:29])(C)C(C)(C)[O:24]2)=[C:17]([CH:20]=[CH:21][CH:22]=1)C=O)[C:4]1[CH:9]=[CH:8][CH:7]=[CH:6][CH:5]=1.C[N+:33]([O-:35])=[O:34].Cl. The catalyst is O.C1COCC1. The product is [CH2:3]([O:10][CH2:11][CH2:12][CH2:13][O:14][C:15]1[C:16]2[B:23]([OH:24])[O:27][CH:26]([CH2:29][N+:33]([O-:35])=[O:34])[C:17]=2[CH:20]=[CH:21][CH:22]=1)[C:4]1[CH:5]=[CH:6][CH:7]=[CH:8][CH:9]=1. The yield is 0.500.